From a dataset of Reaction yield outcomes from USPTO patents with 853,638 reactions. Predict the reaction yield, written as a fraction of the theoretical maximum amount of product (1.0 means a 100% yield; for example, 0.34 means a 34% yield). (1) The reactants are C(=O)([O-])[O-].[K+].[K+].[F:7][C:8]1[CH:9]=[C:10]2[C:14](=[CH:15][CH:16]=1)[NH:13][CH:12]=[C:11]2[N+:17]([O-:19])=[O:18].Br[CH2:21][CH2:22][CH3:23]. The catalyst is C(#N)C. The product is [F:7][C:8]1[CH:9]=[C:10]2[C:14](=[CH:15][CH:16]=1)[N:13]([CH2:21][CH2:22][CH3:23])[CH:12]=[C:11]2[N+:17]([O-:19])=[O:18]. The yield is 0.420. (2) The reactants are [NH2:1][C:2]1[CH:3]=[C:4]([C:8]2[C:17]3[C:12](=[C:13]([C:18]4[CH:23]=[CH:22][CH:21]=[CH:20][CH:19]=4)[CH:14]=[CH:15][CH:16]=3)[C:11]([NH:24][CH2:25][C:26]3[CH:31]=[CH:30][CH:29]=[CH:28][CH:27]=3)=[N:10][N:9]=2)[CH:5]=[N:6][CH:7]=1.ClS([N:36]=[C:37]=[O:38])(=O)=O. The catalyst is ClCCl. The product is [CH2:25]([NH:24][C:11]1[C:12]2[C:17](=[CH:16][CH:15]=[CH:14][C:13]=2[C:18]2[CH:23]=[CH:22][CH:21]=[CH:20][CH:19]=2)[C:8]([C:4]2[CH:3]=[C:2]([NH:1][C:37]([NH2:36])=[O:38])[CH:7]=[N:6][CH:5]=2)=[N:9][N:10]=1)[C:26]1[CH:31]=[CH:30][CH:29]=[CH:28][CH:27]=1. The yield is 0.0301. (3) The reactants are [CH:1]12[O:6][CH:5]1[CH2:4][N:3]([C:7]([O:9][C:10]([CH3:13])([CH3:12])[CH3:11])=[O:8])[CH2:2]2.[N:14]([Si](C)(C)C)=[N+:15]=[N-:16].C([O-])([O-])=O.[K+].[K+]. The catalyst is CO. The product is [N:14]([C@H:1]1[C@H:5]([OH:6])[CH2:4][N:3]([C:7]([O:9][C:10]([CH3:13])([CH3:12])[CH3:11])=[O:8])[CH2:2]1)=[N+:15]=[N-:16]. The yield is 1.02. (4) The reactants are C[Si](C)(C)CC[O:5][C:6]([C@@H:8]1[CH2:13][CH2:12][CH2:11][CH2:10][C@H:9]1[C:14]([C:16]1[CH:21]=[CH:20][C:19]([C:22]2[CH:27]=[CH:26][C:25]([NH:28][C:29]3[O:30][C:31]4[CH:37]=[CH:36][C:35]([CH3:38])=[CH:34][C:32]=4[N:33]=3)=[CH:24][CH:23]=2)=[CH:18][CH:17]=1)=[O:15])=[O:7].[F-].C([N+](CCCC)(CCCC)CCCC)CCC.[NH4+].[Cl-]. The yield is 0.840. The catalyst is C1COCC1.CCOC(C)=O.O. The product is [CH3:38][C:35]1[CH:36]=[CH:37][C:31]2[O:30][C:29]([NH:28][C:25]3[CH:26]=[CH:27][C:22]([C:19]4[CH:20]=[CH:21][C:16]([C:14]([C@@H:9]5[CH2:10][CH2:11][CH2:12][CH2:13][C@H:8]5[C:6]([OH:7])=[O:5])=[O:15])=[CH:17][CH:18]=4)=[CH:23][CH:24]=3)=[N:33][C:32]=2[CH:34]=1. (5) The reactants are C(N[CH:5]([CH3:7])[CH3:6])(C)C.C([Li])CCC.CCCCCC.[Cl:19][C:20]1[CH:21]=[C:22]([CH2:27][C:28]([O:30][CH3:31])=[O:29])[CH:23]=[CH:24][C:25]=1[Cl:26].[Li+].CC([N-]C(C)C)C.C(Br)C=C. The catalyst is O1CCCC1. The product is [Cl:19][C:20]1[CH:21]=[C:22]([CH:27]([CH2:7][CH:5]=[CH2:6])[C:28]([O:30][CH3:31])=[O:29])[CH:23]=[CH:24][C:25]=1[Cl:26]. The yield is 0.920. (6) The reactants are [Cl:1][C:2]1[C:3]([C:10]([OH:12])=O)=[N:4][C:5]([S:8][CH3:9])=[N:6][CH:7]=1.O.[NH2:14][NH2:15]. The catalyst is C1COCC1.O. The product is [Cl:1][C:2]1[C:3]([C:10]([NH:14][NH2:15])=[O:12])=[N:4][C:5]([S:8][CH3:9])=[N:6][CH:7]=1. The yield is 0.580.